From a dataset of Forward reaction prediction with 1.9M reactions from USPTO patents (1976-2016). Predict the product of the given reaction. (1) Given the reactants [F:1][C:2]1[CH:3]=[CH:4][C:5]([N:8]2[CH:12]=[C:11]([CH2:13][CH2:14][OH:15])[CH:10]=[N:9]2)=[N:6][CH:7]=1.[F:16][C:17]1[CH:18]=[CH:19][C:20]([I:26])=[C:21]([CH:25]=1)[C:22]([OH:24])=O, predict the reaction product. The product is: [F:16][C:17]1[CH:18]=[CH:19][C:20]([I:26])=[C:21]([C:22]([N:6]2[CH2:5][CH2:4][CH2:3][O:15][CH:14]2[CH2:13][C:11]2[CH:10]=[N:9][N:8]([C:5]3[CH:4]=[CH:3][C:2]([F:1])=[CH:7][N:6]=3)[CH:12]=2)=[O:24])[CH:25]=1. (2) Given the reactants C(Cl)(=O)C.[CH3:5][C:6]1([CH3:34])[C:10]([CH3:12])([CH3:11])[O:9][B:8]([C:13]2[CH:18]=[CH:17][C:16]([O:19][CH2:20][CH2:21][CH2:22][O:23]C3CCCCO3)=[C:15]([C:30]([F:33])([F:32])[F:31])[CH:14]=2)[O:7]1, predict the reaction product. The product is: [CH3:11][C:10]1([CH3:12])[C:6]([CH3:5])([CH3:34])[O:7][B:8]([C:13]2[CH:18]=[CH:17][C:16]([O:19][CH2:20][CH2:21][CH2:22][OH:23])=[C:15]([C:30]([F:32])([F:33])[F:31])[CH:14]=2)[O:9]1. (3) Given the reactants [C:1]1([C:7]2[C:8]3[CH2:16][CH2:15][NH:14][CH2:13][C:9]=3[N:10]=[CH:11][N:12]=2)[CH:6]=[CH:5][CH:4]=[CH:3][CH:2]=1.[Cl:17][C:18]1[C:26]([C:27]([F:30])([F:29])[F:28])=[CH:25][CH:24]=[CH:23][C:19]=1[C:20](O)=[O:21].CCN=C=NCCCN(C)C.C1C=CC2N(O)N=NC=2C=1, predict the reaction product. The product is: [Cl:17][C:18]1[C:26]([C:27]([F:29])([F:30])[F:28])=[CH:25][CH:24]=[CH:23][C:19]=1[C:20]([N:14]1[CH2:15][CH2:16][C:8]2[C:7]([C:1]3[CH:2]=[CH:3][CH:4]=[CH:5][CH:6]=3)=[N:12][CH:11]=[N:10][C:9]=2[CH2:13]1)=[O:21]. (4) Given the reactants C([NH:8][CH:9]([CH2:15][N:16]1[CH2:21][CH2:20][N:19]([C:22]2[C:23]3[CH:35]=[C:34]([CH3:36])[S:33][C:24]=3[NH:25][C:26]3[CH:32]=[CH:31][CH:30]=[CH:29][C:27]=3[N:28]=2)[CH2:18][CH2:17]1)[C:10]([O:12][CH2:13][CH3:14])=[O:11])(OC(C)(C)C)=O.[ClH:37].C(O)C, predict the reaction product. The product is: [ClH:37].[ClH:37].[ClH:37].[NH2:8][CH:9]([CH2:15][N:16]1[CH2:17][CH2:18][N:19]([C:22]2[C:23]3[CH:35]=[C:34]([CH3:36])[S:33][C:24]=3[NH:25][C:26]3[CH:32]=[CH:31][CH:30]=[CH:29][C:27]=3[N:28]=2)[CH2:20][CH2:21]1)[C:10]([O:12][CH2:13][CH3:14])=[O:11]. (5) Given the reactants [NH:1]([C:28]([O:30][CH2:31][C:32]1[CH:37]=[CH:36][CH:35]=[CH:34][CH:33]=1)=[O:29])[C@H:2]([C:10]([NH:12][C@H:13]([C:25]([OH:27])=[O:26])[CH2:14][CH2:15][CH2:16][CH2:17][NH:18][C:19]([O:21][CH2:22][CH:23]=[CH2:24])=[O:20])=[O:11])[CH2:3][C:4]1[CH:9]=[CH:8][CH:7]=[CH:6][CH:5]=1.[NH2:38][C:39]1[CH:46]=[CH:45][C:42]([CH2:43][OH:44])=[CH:41][CH:40]=1.N1C=CC=CC=1.Cl[C:54]([O:56][C:57]1[CH:62]=[CH:61][C:60]([N+:63]([O-:65])=[O:64])=[CH:59][CH:58]=1)=[O:55], predict the reaction product. The product is: [NH:1]([C:28]([O:30][CH2:31][C:32]1[CH:33]=[CH:34][CH:35]=[CH:36][CH:37]=1)=[O:29])[C@H:2]([C:10]([NH:12][C@H:13]([C:25]([OH:27])=[O:26])[CH2:14][CH2:15][CH2:16][CH2:17][NH:18][C:19]([O:21][CH2:22][CH:23]=[CH2:24])=[O:20])=[O:11])[CH2:3][C:4]1[CH:9]=[CH:8][CH:7]=[CH:6][CH:5]=1.[C:54](=[O:55])([O:56][C:57]1[CH:58]=[CH:59][C:60]([N+:63]([O-:65])=[O:64])=[CH:61][CH:62]=1)[O:44][CH2:43][C:42]1[CH:45]=[CH:46][C:39]([NH2:38])=[CH:40][CH:41]=1. (6) Given the reactants CON(C)[C:4]([C:6]1[CH:7]=[N:8][C:9]([C:12]2[CH:17]=[CH:16][C:15]([C:18]([F:21])([F:20])[F:19])=[CH:14][CH:13]=2)=[N:10][CH:11]=1)=[O:5], predict the reaction product. The product is: [F:19][C:18]([F:21])([F:20])[C:15]1[CH:16]=[CH:17][C:12]([C:9]2[N:8]=[CH:7][C:6]([C:4](=[O:5])[CH2:16][CH2:17][CH2:12][CH2:13][CH2:14][CH3:15])=[CH:11][N:10]=2)=[CH:13][CH:14]=1. (7) Given the reactants [NH2:1][C:2]1[CH:3]=[C:4]2[C:8](=[CH:9][CH:10]=1)[NH:7][CH:6]=[C:5]2[C:11]1[CH2:16][CH2:15][CH:14]([N:17]([CH3:25])[C:18](=[O:24])[O:19][C:20]([CH3:23])([CH3:22])[CH3:21])[CH2:13][CH:12]=1.I.[S:27]1[CH:31]=[CH:30][CH:29]=[C:28]1[C:32](SC)=[NH:33], predict the reaction product. The product is: [CH3:25][N:17]([CH:14]1[CH2:15][CH2:16][C:11]([C:5]2[C:4]3[C:8](=[CH:9][CH:10]=[C:2]([NH:1][C:32]([C:28]4[S:27][CH:31]=[CH:30][CH:29]=4)=[NH:33])[CH:3]=3)[NH:7][CH:6]=2)=[CH:12][CH2:13]1)[C:18](=[O:24])[O:19][C:20]([CH3:21])([CH3:22])[CH3:23]. (8) The product is: [N:3]1([CH2:33][C:30]2[O:31][CH:32]=[C:28]([C:26]([NH:25][C@@H:23]([CH3:24])[CH2:22][N:19]3[CH:20]=[CH:21][C:17]([C:11]4[CH:12]=[CH:13][C:14]([C:15]#[N:16])=[C:9]([Cl:8])[CH:10]=4)=[N:18]3)=[O:27])[N:29]=2)[CH:7]=[CH:6][N:5]=[CH:4]1. Given the reactants [H-].[Na+].[NH:3]1[CH:7]=[CH:6][N:5]=[CH:4]1.[Cl:8][C:9]1[CH:10]=[C:11]([C:17]2[CH:21]=[CH:20][N:19]([CH2:22][C@@H:23]([NH:25][C:26]([C:28]3[N:29]=[C:30]([CH2:33]Cl)[O:31][CH:32]=3)=[O:27])[CH3:24])[N:18]=2)[CH:12]=[CH:13][C:14]=1[C:15]#[N:16], predict the reaction product. (9) Given the reactants Br[C:2]1[CH:3]=[CH:4][C:5]2[O:14][CH2:13][CH2:12][C:11]3[CH:10]=[C:9]([C:15]4[N:19]([CH:20]([CH3:22])[CH3:21])[N:18]=[CH:17][N:16]=4)[S:8][C:7]=3[C:6]=2[CH:23]=1.C[OH:25].C1[CH2:30][O:29][CH2:28]C1.N12CCCN=C1CCCCC2, predict the reaction product. The product is: [CH3:28][O:29][C:30]([C:2]1[CH:3]=[CH:4][C:5]2[O:14][CH2:13][CH2:12][C:11]3[CH:10]=[C:9]([C:15]4[N:19]([CH:20]([CH3:22])[CH3:21])[N:18]=[CH:17][N:16]=4)[S:8][C:7]=3[C:6]=2[CH:23]=1)=[O:25]. (10) Given the reactants [CH3:1][CH:2]1[O:7][CH:6]([CH3:8])[CH2:5][NH:4][CH2:3]1.[Cl:9][CH2:10][C:11](Cl)=[O:12], predict the reaction product. The product is: [Cl:9][CH2:10][C:11]([N:4]1[CH2:5][CH:6]([CH3:8])[O:7][CH:2]([CH3:1])[CH2:3]1)=[O:12].